This data is from Full USPTO retrosynthesis dataset with 1.9M reactions from patents (1976-2016). The task is: Predict the reactants needed to synthesize the given product. The reactants are: [N:1]1([C:13]2[CH:20]=[CH:19][C:16]([C:17]#[N:18])=[CH:15][N:14]=2)[CH2:5][CH2:4][C:3]2([CH2:11][CH:10]3[NH:12][CH:7]([CH2:8][CH2:9]3)[CH2:6]2)[CH2:2]1.[CH3:21][C:22]1[C:30]([C@@H:31]2[CH2:33][O:32]2)=[CH:29][CH:28]=[C:27]2[C:23]=1[CH2:24][O:25][C:26]2=[O:34]. Given the product [OH:32][C@H:31]([C:30]1[C:22]([CH3:21])=[C:23]2[C:27](=[CH:28][CH:29]=1)[C:26](=[O:34])[O:25][CH2:24]2)[CH2:33][N:12]1[CH:10]2[CH2:9][CH2:8][CH:7]1[CH2:6][C:3]1([CH2:11]2)[CH2:4][CH2:5][N:1]([C:13]2[CH:20]=[CH:19][C:16]([C:17]#[N:18])=[CH:15][N:14]=2)[CH2:2]1, predict the reactants needed to synthesize it.